Dataset: Reaction yield outcomes from USPTO patents with 853,638 reactions. Task: Predict the reaction yield, written as a fraction of the theoretical maximum amount of product (1.0 means a 100% yield; for example, 0.34 means a 34% yield). (1) The reactants are [F:1][C:2]1[CH:3]=[C:4]([CH:6]=[CH:7][C:8]=1[N+:9]([O-:11])=[O:10])[NH2:5].[Br:12]Br.C([O-])([O-])=O.[Na+].[Na+]. The catalyst is C(O)(=O)C. The product is [Br:12][C:6]1[CH:7]=[C:8]([N+:9]([O-:11])=[O:10])[C:2]([F:1])=[CH:3][C:4]=1[NH2:5]. The yield is 0.840. (2) The reactants are [NH2:1][C:2]1[CH:7]=[CH:6][C:5]([CH2:8][C:9]([O:11][CH3:12])=[O:10])=[CH:4][C:3]=1[Cl:13].[Cl:14][C:15]1[CH:20]=[CH:19][CH:18]=[CH:17][C:16]=1[N:21]=[C:22]=[O:23].CCN(CC)CC. The catalyst is C1COCC1. The product is [Cl:13][C:3]1[CH:4]=[C:5]([CH2:8][C:9]([O:11][CH3:12])=[O:10])[CH:6]=[CH:7][C:2]=1[NH:1][C:22]([NH:21][C:16]1[CH:17]=[CH:18][CH:19]=[CH:20][C:15]=1[Cl:14])=[O:23]. The yield is 0.760.